This data is from Reaction yield outcomes from USPTO patents with 853,638 reactions. The task is: Predict the reaction yield, written as a fraction of the theoretical maximum amount of product (1.0 means a 100% yield; for example, 0.34 means a 34% yield). (1) The reactants are [CH3:1][C:2]1[CH:3]=[C:4]([N:8]2[CH:13]=[CH:12][CH:11]=[C:10]([C:14]([OH:16])=O)[C:9]2=[O:17])[CH:5]=[CH:6][CH:7]=1.CN(C(ON1N=NC2C=CC=NC1=2)=[N+](C)C)C.F[P-](F)(F)(F)(F)F.C1C=NC2N(O)N=NC=2C=1.CCN(C(C)C)C(C)C.[Cl:61][C:62]1[CH:69]=[CH:68][C:65]([CH2:66][NH2:67])=[CH:64][CH:63]=1. The catalyst is ClCCl. The product is [Cl:61][C:62]1[CH:69]=[CH:68][C:65]([CH2:66][NH:67][C:14]([C:10]2[C:9](=[O:17])[N:8]([C:4]3[CH:5]=[CH:6][CH:7]=[C:2]([CH3:1])[CH:3]=3)[CH:13]=[CH:12][CH:11]=2)=[O:16])=[CH:64][CH:63]=1. The yield is 1.00. (2) The reactants are [C:1]1([CH2:7][O:8][C:9]2[CH:10]=[C:11]3[C:15](=[CH:16][CH:17]=2)[NH:14][CH:13]=[CH:12]3)[CH:6]=[CH:5][CH:4]=[CH:3][CH:2]=1.[C:18]1([S:24](Cl)(=[O:26])=[O:25])[CH:23]=[CH:22][CH:21]=[CH:20][CH:19]=1.[OH-].[Na+]. The catalyst is C1(C)C=CC=CC=1.[Br-].C([N+](CCCC)(CCCC)CCCC)CCC.O. The product is [C:1]1([CH2:7][O:8][C:9]2[CH:10]=[C:11]3[C:15](=[CH:16][CH:17]=2)[N:14]([S:24]([C:18]2[CH:23]=[CH:22][CH:21]=[CH:20][CH:19]=2)(=[O:26])=[O:25])[CH:13]=[CH:12]3)[CH:2]=[CH:3][CH:4]=[CH:5][CH:6]=1. The yield is 0.870. (3) The reactants are [ClH:1].[N:2]1([C:7]([NH2:9])=[NH:8])[CH:6]=[CH:5]C=N1.NCC[NH:13][C:14]([O:16][C:17]([CH3:20])([CH3:19])[CH3:18])=[O:15]. The catalyst is CC#N. The product is [ClH:1].[C:7]([NH:2][CH2:6][CH2:5][NH:13][C:14]([O:16][C:17]([CH3:20])([CH3:19])[CH3:18])=[O:15])(=[NH:8])[NH2:9]. The yield is 1.00. (4) The reactants are [CH3:1][O:2][C:3]1[CH:4]=[C:5]2[C:10](=[CH:11][C:12]=1[O:13][CH3:14])[N:9]=[CH:8][CH:7]=[C:6]2[O:15][C:16]1[C:22]([CH3:23])=[CH:21][C:19]([NH2:20])=[C:18]([CH3:24])[CH:17]=1.ClC(Cl)(O[C:29](=[O:35])[O:30][C:31](Cl)(Cl)Cl)Cl.[O:37]1[CH2:42][CH2:41][N:40]([CH2:43]CO)[CH2:39][CH2:38]1.C(=O)(O)[O-].[Na+]. The catalyst is C(Cl)Cl.C(N(CC)CC)C.C1(C)C=CC=CC=1. The product is [CH3:1][O:2][C:3]1[CH:4]=[C:5]2[C:10](=[CH:11][C:12]=1[O:13][CH3:14])[N:9]=[CH:8][CH:7]=[C:6]2[O:15][C:16]1[C:22]([CH3:23])=[CH:21][C:19]([NH:20][C:29](=[O:35])[O:30][CH2:31][CH2:43][N:40]2[CH2:41][CH2:42][O:37][CH2:38][CH2:39]2)=[C:18]([CH3:24])[CH:17]=1. The yield is 0.760. (5) The reactants are [Cl:1][C:2]1[N:7]=[C:6](Cl)[C:5]([C:9]([O:11][CH3:12])=[O:10])=[C:4]([CH3:13])[N:3]=1.[NH2:14][C:15]1[CH:20]=[CH:19][CH:18]=[C:17]([CH3:21])[CH:16]=1.C(N(C(C)C)C(C)C)C. The catalyst is CC#N.CCOC(C)=O. The product is [Cl:1][C:2]1[N:3]=[C:4]([CH3:13])[C:5]([C:9]([O:11][CH3:12])=[O:10])=[C:6]([NH:14][C:15]2[CH:16]=[C:17]([CH3:21])[CH:18]=[CH:19][CH:20]=2)[N:7]=1. The yield is 0.970. (6) The reactants are ClC1C([O:9][C:10]2[CH:17]=[C:16]([O:18][CH2:19][CH2:20][CH2:21][O:22][CH3:23])[CH:15]=[CH:14][C:11]=2[CH:12]=O)=NC=C(Cl)C=1.[CH3:24][O:25][CH2:26][C:27]([O:29][CH3:30])=[O:28].CC(C)([O-])C.[Na+].O. The catalyst is O1CCCC1. The product is [OH:9][C:10]1[CH:17]=[C:16]([O:18][CH2:19][CH2:20][CH2:21][O:22][CH3:23])[CH:15]=[CH:14][C:11]=1/[CH:12]=[C:26](\[O:25][CH3:24])/[C:27]([O:29][CH3:30])=[O:28]. The yield is 0.690. (7) The reactants are [ClH:1].C[O:3][C:4]([C:6]1([NH:12][C:13]([C:15]2[CH:20]=[CH:19][C:18]([N:21]3[CH2:26][CH2:25][N:24]([CH2:27][CH2:28][CH3:29])[CH2:23][CH2:22]3)=[CH:17][CH:16]=2)=[O:14])[CH2:11][CH2:10][CH2:9][CH2:8][CH2:7]1)=[O:5]. No catalyst specified. The product is [ClH:1].[CH2:27]([N:24]1[CH2:23][CH2:22][N:21]([C:18]2[CH:17]=[CH:16][C:15]([C:13]([NH:12][C:6]3([C:4]([OH:5])=[O:3])[CH2:11][CH2:10][CH2:9][CH2:8][CH2:7]3)=[O:14])=[CH:20][CH:19]=2)[CH2:26][CH2:25]1)[CH2:28][CH3:29]. The yield is 0.410. (8) The reactants are [Cl:1][C:2]1[N:3]=[C:4](Cl)[C:5]2[CH2:10][CH2:9][CH:8]([C:11]3[CH:16]=[CH:15][CH:14]=[CH:13][CH:12]=3)[C:6]=2[N:7]=1.[CH:18]([C:21]1[CH:22]=[CH:23][C:24]([CH3:28])=[C:25]([CH:27]=1)[NH2:26])([CH3:20])[CH3:19].CCN(C(C)C)C(C)C. The catalyst is CN1C(=O)CCC1.CCOC(C)=O. The product is [Cl:1][C:2]1[N:3]=[C:4]([NH:26][C:25]2[CH:27]=[C:21]([CH:18]([CH3:19])[CH3:20])[CH:22]=[CH:23][C:24]=2[CH3:28])[C:5]2[CH2:10][CH2:9][CH:8]([C:11]3[CH:16]=[CH:15][CH:14]=[CH:13][CH:12]=3)[C:6]=2[N:7]=1. The yield is 0.309. (9) The reactants are [CH3:1][O:2][C:3](=[O:15])[C:4]1[CH:9]=[C:8]([O:10][CH3:11])[CH:7]=[CH:6][C:5]=1[CH2:12][CH:13]=[CH2:14]. The catalyst is [Pd].CO. The product is [CH3:1][O:2][C:3](=[O:15])[C:4]1[CH:9]=[C:8]([O:10][CH3:11])[CH:7]=[CH:6][C:5]=1[CH2:12][CH2:13][CH3:14]. The yield is 0.810.